This data is from NCI-60 drug combinations with 297,098 pairs across 59 cell lines. The task is: Regression. Given two drug SMILES strings and cell line genomic features, predict the synergy score measuring deviation from expected non-interaction effect. (1) Drug 1: CC1C(C(CC(O1)OC2CC(CC3=C2C(=C4C(=C3O)C(=O)C5=C(C4=O)C(=CC=C5)OC)O)(C(=O)C)O)N)O.Cl. Drug 2: N.N.Cl[Pt+2]Cl. Cell line: HCC-2998. Synergy scores: CSS=13.6, Synergy_ZIP=-3.14, Synergy_Bliss=1.35, Synergy_Loewe=-16.6, Synergy_HSA=0.296. (2) Drug 1: CC1C(C(=O)NC(C(=O)N2CCCC2C(=O)N(CC(=O)N(C(C(=O)O1)C(C)C)C)C)C(C)C)NC(=O)C3=C4C(=C(C=C3)C)OC5=C(C(=O)C(=C(C5=N4)C(=O)NC6C(OC(=O)C(N(C(=O)CN(C(=O)C7CCCN7C(=O)C(NC6=O)C(C)C)C)C)C(C)C)C)N)C. Drug 2: CC1=C2C(C(=O)C3(C(CC4C(C3C(C(C2(C)C)(CC1OC(=O)C(C(C5=CC=CC=C5)NC(=O)C6=CC=CC=C6)O)O)OC(=O)C7=CC=CC=C7)(CO4)OC(=O)C)O)C)OC(=O)C. Cell line: RXF 393. Synergy scores: CSS=19.8, Synergy_ZIP=4.18, Synergy_Bliss=6.24, Synergy_Loewe=4.33, Synergy_HSA=5.77. (3) Cell line: OVCAR-4. Drug 1: C1CCC(C1)C(CC#N)N2C=C(C=N2)C3=C4C=CNC4=NC=N3. Drug 2: CC1C(C(CC(O1)OC2CC(CC3=C2C(=C4C(=C3O)C(=O)C5=CC=CC=C5C4=O)O)(C(=O)C)O)N)O. Synergy scores: CSS=27.6, Synergy_ZIP=0.974, Synergy_Bliss=3.41, Synergy_Loewe=-32.0, Synergy_HSA=3.41. (4) Drug 2: CC1=C(C(=O)C2=C(C1=O)N3CC4C(C3(C2COC(=O)N)OC)N4)N. Synergy scores: CSS=46.6, Synergy_ZIP=-0.0972, Synergy_Bliss=-2.07, Synergy_Loewe=-41.7, Synergy_HSA=-1.04. Drug 1: C(=O)(N)NO. Cell line: HOP-62. (5) Drug 1: C1CCC(C1)C(CC#N)N2C=C(C=N2)C3=C4C=CNC4=NC=N3. Drug 2: C1=CC=C(C(=C1)C(C2=CC=C(C=C2)Cl)C(Cl)Cl)Cl. Cell line: K-562. Synergy scores: CSS=13.5, Synergy_ZIP=-3.26, Synergy_Bliss=2.63, Synergy_Loewe=-2.32, Synergy_HSA=-0.403. (6) Drug 1: CC1OCC2C(O1)C(C(C(O2)OC3C4COC(=O)C4C(C5=CC6=C(C=C35)OCO6)C7=CC(=C(C(=C7)OC)O)OC)O)O. Drug 2: CCN(CC)CCCC(C)NC1=C2C=C(C=CC2=NC3=C1C=CC(=C3)Cl)OC. Cell line: NCI-H226. Synergy scores: CSS=15.3, Synergy_ZIP=-7.90, Synergy_Bliss=-5.24, Synergy_Loewe=-3.59, Synergy_HSA=-2.96. (7) Drug 1: C#CCC(CC1=CN=C2C(=N1)C(=NC(=N2)N)N)C3=CC=C(C=C3)C(=O)NC(CCC(=O)O)C(=O)O. Drug 2: CS(=O)(=O)OCCCCOS(=O)(=O)C. Cell line: DU-145. Synergy scores: CSS=17.6, Synergy_ZIP=-2.22, Synergy_Bliss=-1.09, Synergy_Loewe=-45.0, Synergy_HSA=-1.53. (8) Drug 1: CC1=CC2C(CCC3(C2CCC3(C(=O)C)OC(=O)C)C)C4(C1=CC(=O)CC4)C. Drug 2: COC1=C2C(=CC3=C1OC=C3)C=CC(=O)O2. Cell line: A549. Synergy scores: CSS=4.62, Synergy_ZIP=-4.15, Synergy_Bliss=-1.65, Synergy_Loewe=-0.209, Synergy_HSA=0.0971. (9) Drug 1: CCCS(=O)(=O)NC1=C(C(=C(C=C1)F)C(=O)C2=CNC3=C2C=C(C=N3)C4=CC=C(C=C4)Cl)F. Drug 2: CC1=C(C=C(C=C1)NC(=O)C2=CC=C(C=C2)CN3CCN(CC3)C)NC4=NC=CC(=N4)C5=CN=CC=C5. Cell line: SNB-75. Synergy scores: CSS=-0.986, Synergy_ZIP=0.787, Synergy_Bliss=0.650, Synergy_Loewe=-1.10, Synergy_HSA=-0.848. (10) Drug 1: CC(C1=C(C=CC(=C1Cl)F)Cl)OC2=C(N=CC(=C2)C3=CN(N=C3)C4CCNCC4)N. Drug 2: C1CC(=O)NC(=O)C1N2C(=O)C3=CC=CC=C3C2=O. Cell line: A498. Synergy scores: CSS=9.07, Synergy_ZIP=-0.359, Synergy_Bliss=7.61, Synergy_Loewe=-0.919, Synergy_HSA=5.05.